Dataset: Reaction yield outcomes from USPTO patents with 853,638 reactions. Task: Predict the reaction yield, written as a fraction of the theoretical maximum amount of product (1.0 means a 100% yield; for example, 0.34 means a 34% yield). (1) The reactants are FC(F)(F)C(O)=O.[N:8]1[CH:13]=[CH:12][N:11]=[CH:10][C:9]=1[C:14]12[CH2:21][N:20](C(OC(C)(C)C)=O)[CH2:19][CH:18]1[CH2:17][O:16][NH:15]2. The catalyst is ClCCl. The product is [N:8]1[CH:13]=[CH:12][N:11]=[CH:10][C:9]=1[C:14]12[CH2:21][NH:20][CH2:19][CH:18]1[CH2:17][O:16][NH:15]2. The yield is 0.710. (2) The reactants are [O:1]=[C:2]1[C@H:6]([O:7][C:8](=[O:15])[C:9]2[CH:14]=[CH:13][CH:12]=[CH:11][CH:10]=2)[C@@H:5]([O:16][C:17](=[O:24])[C:18]2[CH:23]=[CH:22][CH:21]=[CH:20][CH:19]=2)[C:4](=O)[O:3]1.C(#N)C.[NH2:29][OH:30].O. The catalyst is C1(C)C=CC=CC=1. The product is [OH:30][N:29]1[C:2](=[O:1])[C@H:6]([O:7][C:8](=[O:15])[C:9]2[CH:14]=[CH:13][CH:12]=[CH:11][CH:10]=2)[C@@H:5]([O:16][C:17](=[O:24])[C:18]2[CH:23]=[CH:22][CH:21]=[CH:20][CH:19]=2)[C:4]1=[O:3]. The yield is 0.870. (3) The reactants are C1(C)C=CC(S(O)(=O)=O)=CC=1.[CH3:12][C:13]1[CH:19]=[CH:18][C:16]([NH2:17])=[CH:15][CH:14]=1.[C:20]([O:26][CH2:27][CH3:28])(=[O:25])[CH2:21][C:22]([CH3:24])=O. The catalyst is C1C=CC=CC=1. The product is [CH2:27]([O:26][C:20](=[O:25])[CH:21]=[C:22]([NH:17][C:16]1[CH:18]=[CH:19][C:13]([CH3:12])=[CH:14][CH:15]=1)[CH3:24])[CH3:28]. The yield is 0.850. (4) The reactants are [NH2:1][CH:2]1[CH2:9][C@@H:8]2[N:10]([CH2:11][C:12]3[NH:17][C:16]([C:18]4[S:19][CH:20]=[CH:21][N:22]=4)=[N:15][C@@H:14]([C:23]4[CH:28]=[CH:27][C:26]([F:29])=[CH:25][C:24]=4[Cl:30])[C:13]=3[C:31]([O:33][CH3:34])=[O:32])[C@@H:4]([CH2:5][O:6][CH2:7]2)[CH2:3]1.C(N(CC)CC)C.Cl[S:43]([NH:46][C:47](=[O:53])[O:48][C:49]([CH3:52])([CH3:51])[CH3:50])(=[O:45])=[O:44]. The catalyst is C(Cl)Cl. The product is [C:49]([O:48][C:47]([NH:46][S:43]([NH:1][CH:2]1[CH2:3][C@@H:4]2[N:10]([CH2:11][C:12]3[NH:17][C:16]([C:18]4[S:19][CH:20]=[CH:21][N:22]=4)=[N:15][C@@H:14]([C:23]4[CH:28]=[CH:27][C:26]([F:29])=[CH:25][C:24]=4[Cl:30])[C:13]=3[C:31]([O:33][CH3:34])=[O:32])[C@@H:8]([CH2:7][O:6][CH2:5]2)[CH2:9]1)(=[O:45])=[O:44])=[O:53])([CH3:52])([CH3:50])[CH3:51]. The yield is 0.970.